Dataset: Full USPTO retrosynthesis dataset with 1.9M reactions from patents (1976-2016). Task: Predict the reactants needed to synthesize the given product. (1) Given the product [F:21][C:22]1[CH:23]=[C:24]([N:42]2[CH2:46][C@H:45]([CH2:47][N:48]3[CH:52]=[CH:51][N:50]=[N:49]3)[O:44][C:43]2=[O:53])[CH:25]=[CH:26][C:27]=1[C:2]1[CH:7]=[N:6][C:5]([C:8]2[CH2:12][CH:11]([C:13]3([OH:20])[CH2:17][CH2:16][S:15](=[O:19])(=[O:18])[CH2:14]3)[O:10][N:9]=2)=[CH:4][CH:3]=1, predict the reactants needed to synthesize it. The reactants are: Br[C:2]1[CH:3]=[CH:4][C:5]([C:8]2[CH2:12][CH:11]([C:13]3([OH:20])[CH2:17][CH2:16][S:15](=[O:19])(=[O:18])[CH2:14]3)[O:10][N:9]=2)=[N:6][CH:7]=1.[F:21][C:22]1[CH:23]=[C:24]([N:42]2[CH2:46][C@H:45]([CH2:47][N:48]3[CH:52]=[CH:51][N:50]=[N:49]3)[O:44][C:43]2=[O:53])[CH:25]=[CH:26][C:27]=1C1C=[N+]([O-])C(C2CC(CO)ON=2)=CC=1.C(=O)([O-])[O-].[K+].[K+]. (2) Given the product [C:6]([C:5]1[CH:8]=[CH:9][C:2]([CH2:1][N:45]([CH3:46])[CH2:44][C:43]([O:42][C:38]([CH3:41])([CH3:40])[CH3:39])=[O:47])=[C:3]([Cl:10])[CH:4]=1)#[N:7], predict the reactants needed to synthesize it. The reactants are: [CH3:1][C:2]1[CH:9]=[CH:8][C:5]([C:6]#[N:7])=[CH:4][C:3]=1[Cl:10].BrN1C(=O)CCC1=O.C(OOC(=O)C1C=CC=CC=1)(=O)C1C=CC=CC=1.Cl.[C:38]([O:42][C:43](=[O:47])[CH2:44][NH:45][CH3:46])([CH3:41])([CH3:40])[CH3:39].C([O-])([O-])=O.[K+].[K+]. (3) Given the product [C:1]([O:5][C:6](=[O:7])[NH:8][CH2:9][C:10]1[CH:15]=[CH:14][CH:13]=[C:12]([N:16]2[C:20]([C:21](=[O:22])[NH:41][C:38]3[CH:39]=[CH:40][C:35]([N:31]4[CH2:32][CH2:33][CH2:34][C:30]4=[NH:29])=[CH:36][CH:37]=3)=[CH:19][C:18]([C:24]([F:27])([F:25])[F:26])=[N:17]2)[CH:11]=1)([CH3:3])([CH3:4])[CH3:2], predict the reactants needed to synthesize it. The reactants are: [C:1]([O:5][C:6]([NH:8][CH2:9][C:10]1[CH:11]=[C:12]([N:16]2[C:20]([C:21](O)=[O:22])=[CH:19][C:18]([C:24]([F:27])([F:26])[F:25])=[N:17]2)[CH:13]=[CH:14][CH:15]=1)=[O:7])([CH3:4])([CH3:3])[CH3:2].Cl.[NH:29]=[C:30]1[CH2:34][CH2:33][CH2:32][N:31]1[C:35]1[CH:40]=[CH:39][C:38]([NH2:41])=[CH:37][CH:36]=1.Cl.CN(C)CCCN=C=NCC.O.ON1C2C=CC=CC=2N=N1. (4) Given the product [O:28]1[CH:32]=[CH:31][C:30]([C:5]2[CH:4]=[CH:3][C:2]([OH:1])=[CH:9][C:6]=2[C:7]#[N:8])=[CH:29]1, predict the reactants needed to synthesize it. The reactants are: [OH:1][C:2]1[CH:3]=[CH:4][C:5](I)=[C:6]([CH:9]=1)[C:7]#[N:8].C(Cl)(Cl)Cl.P(C(C)(C)C)(C(C)(C)C)C(C)(C)C.[O:28]1[CH:32]=[CH:31][C:30](B(O)O)=[CH:29]1.[F-].[Cs+]. (5) Given the product [CH3:17][N:16]([CH3:18])[C:12]1[S:13][C@H:14]2[O:15][C@H:7]([C@@H:2]([NH:1][CH3:21])[C:3]([F:6])([F:5])[F:4])[C@@H:8]([OH:20])[C@H:9]([OH:19])[C@H:10]2[N:11]=1, predict the reactants needed to synthesize it. The reactants are: [NH2:1][C@H:2]([C@H:7]1[O:15][C@H:14]2[C@H:10]([N:11]=[C:12]([N:16]([CH3:18])[CH3:17])[S:13]2)[C@@H:9]([OH:19])[C@@H:8]1[OH:20])[C:3]([F:6])([F:5])[F:4].[C:21](=O)([O-])[O-].[K+].[K+].CI.CNC. (6) Given the product [CH3:17][O:18][C:19]1[CH:24]=[C:23]([C:14]2[CH:13]=[N:12][C:11]3=[C:7]([N:4]4[CH2:5][CH2:6][O:1][CH2:2][CH2:3]4)[S:8][N:9]=[C:10]3[CH:15]=2)[CH:22]=[CH:21][C:20]=1[OH:34], predict the reactants needed to synthesize it. The reactants are: [O:1]1[CH2:6][CH2:5][N:4]([C:7]2[S:8][N:9]=[C:10]3[CH:15]=[C:14](Br)[CH:13]=[N:12][C:11]=23)[CH2:3][CH2:2]1.[CH3:17][O:18][C:19]1[CH:24]=[C:23](B2OC(C)(C)C(C)(C)O2)[CH:22]=[CH:21][C:20]=1[OH:34].C([O-])([O-])=O.[K+].[K+]. (7) Given the product [Cl:21][C:19]1[CH:18]=[CH:17][C:16]2[N:10]([CH2:9][C:8]([CH3:47])([CH3:46])[CH2:7][OH:6])[C:11](=[O:45])[C@@H:12]([CH2:32][C:33]3[CH:37]=[C:36]([OH:38])[N:35]([CH2:39][C:40]([OH:42])=[O:41])[N:34]=3)[O:13][C@H:14]([C:22]3[CH:27]=[CH:26][CH:25]=[C:24]([O:28][CH3:29])[C:23]=3[O:30][CH3:31])[C:15]=2[CH:20]=1, predict the reactants needed to synthesize it. The reactants are: [OH-].[Na+].C([O:6][CH2:7][C:8]([CH3:47])([CH3:46])[CH2:9][N:10]1[C:16]2[CH:17]=[CH:18][C:19]([Cl:21])=[CH:20][C:15]=2[C@@H:14]([C:22]2[CH:27]=[CH:26][CH:25]=[C:24]([O:28][CH3:29])[C:23]=2[O:30][CH3:31])[O:13][C@H:12]([CH2:32][C:33]2[CH:37]=[C:36]([OH:38])[N:35]([CH2:39][C:40]([O:42]CC)=[O:41])[N:34]=2)[C:11]1=[O:45])(=O)C.Cl. (8) Given the product [NH2:25][C:21]1[CH:20]=[C:19]([CH:24]=[CH:23][CH:22]=1)[CH2:18][O:17][C:13]1[CH:14]=[CH:15][C:16]2[C:7]3[N:6]([CH2:30][CH:31]([CH3:33])[CH3:32])[C:5]([CH2:4][O:3][CH2:1][CH3:2])=[N:29][C:8]=3[C:9]([NH2:28])=[N:10][C:11]=2[CH:12]=1, predict the reactants needed to synthesize it. The reactants are: [CH2:1]([O:3][CH2:4][C:5]1[N:6]([CH2:30][CH:31]([CH3:33])[CH3:32])[C:7]2[C:16]3[CH:15]=[CH:14][C:13]([O:17][CH2:18][C:19]4[CH:24]=[CH:23][CH:22]=[C:21]([N+:25]([O-])=O)[CH:20]=4)=[CH:12][C:11]=3[N:10]=[C:9]([NH2:28])[C:8]=2[N:29]=1)[CH3:2].C(#N)C. (9) Given the product [NH2:1][C:4]1[CH:5]=[CH:6][C:7]([N:10]2[CH2:14][CH2:13][C@H:12]([OH:15])[CH2:11]2)=[N:8][CH:9]=1, predict the reactants needed to synthesize it. The reactants are: [N+:1]([C:4]1[CH:5]=[CH:6][C:7]([N:10]2[CH2:14][CH2:13][C@H:12]([OH:15])[CH2:11]2)=[N:8][CH:9]=1)([O-])=O.